Dataset: Forward reaction prediction with 1.9M reactions from USPTO patents (1976-2016). Task: Predict the product of the given reaction. (1) Given the reactants Br[C:2]1[NH:3][C:4]2[C:9]([C:10]=1[CH:11]1[CH2:16][CH2:15][CH2:14][CH2:13][CH2:12]1)=[CH:8][CH:7]=[C:6]([C:17]([O:19][CH3:20])=[O:18])[CH:5]=2.[CH:21]([C:23]1[CH:28]=[CH:27][CH:26]=[CH:25][C:24]=1B(O)O)=[CH2:22].C([O-])([O-])=O.[Na+].[Na+].CCOC(C)=O, predict the reaction product. The product is: [CH:11]1([C:10]2[C:9]3[C:4](=[CH:5][C:6]([C:17]([O:19][CH3:20])=[O:18])=[CH:7][CH:8]=3)[NH:3][C:2]=2[C:24]2[CH:25]=[CH:26][CH:27]=[CH:28][C:23]=2[CH:21]=[CH2:22])[CH2:16][CH2:15][CH2:14][CH2:13][CH2:12]1. (2) Given the reactants [C:1]1([C:7]2[CH:12]=[CH:11][CH:10]=[C:9](C)[C:8]=2[C:14](O)=O)[CH:6]=[CH:5][CH:4]=[CH:3][CH:2]=1.S(Cl)([Cl:19])=O.CN([CH:24]=[O:25])C, predict the reaction product. The product is: [CH2:7]([C:1]1[CH:2]=[CH:3][CH:4]=[CH:5][C:6]=1[C:24]([Cl:19])=[O:25])[C:12]1[CH:11]=[CH:10][CH:9]=[CH:8][CH:14]=1.